This data is from Drug-target binding data from BindingDB using IC50 measurements. The task is: Regression. Given a target protein amino acid sequence and a drug SMILES string, predict the binding affinity score between them. We predict pIC50 (pIC50 = -log10(IC50 in M); higher means more potent). Dataset: bindingdb_ic50. (1) The drug is Nc1ccc(S(=O)(=O)OC[C@H]2OC(=O)[C@H](O)[C@@H]2O)cc1. The target protein (Q8ZLS1) has sequence MSHLALQPGFDFQQAGKEVLEIEREGLAELDQYINQHFTLACEKMFNCTGKVVVMGMGKSGHIGRKMAATFASTGTSSFFVHPGEAAHGDLGMVTPQDVVIAISNSGESSEIAALIPVLKRLHVPLICITGRPESSMARAADVHLCVKVPKEACPLGLAPTSSTTATLVMGDALAVALLKARGFTAEDFALSHPGGALGRKLLLRVSDIMHTGDEIPHVNKHATLRDALLEITRKNLGMTVICDESMKIDGIFTDGDLRRVFDMGGDMRQLGIAEVMTPGGIRVRPGILAVDALNLMQSRHITSVLVADGDQLLGVLHMHDLLRAGVV. The pIC50 is 2.1. (2) The compound is Cc1cccc(Oc2ccc(-c3nc(N)nc(N)n3)cc2)c1C. The target protein (P9WNX1) has sequence MTMVGLIWAQATSGVIGRGGDIPWRLPEDQAHFREITMGHTIVMGRRTWDSLPAKVRPLPGRRNVVLSRQADFMASGAEVVGSLEEALTSPETWVIGGGQVYALALPYATRCEVTEVDIGLPREAGDALAPVLDETWRGETGEWRFSRSGLRYRLYSYHRS. The pIC50 is 4.6.